Dataset: Antibody paratope prediction from SAbDab with 1,023 antibody chains. Task: Token-level Classification. Given an antibody amino acid sequence, predict which amino acid positions are active in antigen binding. Output is a list of indices for active paratope positions. (1) Given the antibody sequence: QVQLLQPGAELVKPGASVKLSCKASGYTFTSYWMYWVKQRPGQGLEWIGEIDPSDSYTNYNQNFKGKATLTVDKSSSTAFMQLSSLTSQDSAVYFCARSPHYYGTTYNYPMDYWGQGTSVTVSS, which amino acid positions are active in antigen binding (paratope)? The paratope positions are: [52, 83, 84, 85, 104, 105, 106, 107, 108, 109, 110]. (2) Given the antibody sequence: EFQLQQSGPELVKPGASVKISCKASGYSFTDYNINWMKQSNGKSLEWIGVVIPKYGTTNYNQKFQGKATLTVDQSSSTAYIQLNSLTSEDSAVYYCTRFRDVFFDVWGTGTTVTVSS, which amino acid positions are active in antigen binding (paratope)? The paratope positions are: [52, 83, 84, 85]. (3) Given the antibody sequence: DIVMTQSPDSLAVSLGERATINCKSSQSVLYSSNNKNYLAWYQQKPGQPPKLLIYWASTRESGVPDRFSGSGSGTDFTLTISSLQAEDVAVYYCQQYYSTPITFGQGTRLEIK, which amino acid positions are active in antigen binding (paratope)? The paratope positions are: [30, 31, 32, 33, 34, 35]. (4) Given the antibody sequence: EVQLQQSGAELVKPGSSVKISCKTSGDSFTAYNMNWVKQSHGKSLEWIGNINPYYGSTRYNQKFKGKATLTVDKSSSTAYIQLNSLTSEDSAVYYCAREGNYYDGGSVRYFDYWGQGTTLTVSS, which amino acid positions are active in antigen binding (paratope)? The paratope positions are: [52, 83, 84, 85, 104, 105, 106, 107, 108, 109, 110]. (5) Given the antibody sequence: ESVLTQPPSVSGAPGQRVTISCTGSSSNIGAGYDVHWYQQLPGTAPKLLISGNSNRPSGVPDRFSGSKSGTSASLAITGLQAEDEADYYCQSYDSSLSGSVFGGGTKLTVL, which amino acid positions are active in antigen binding (paratope)? The paratope positions are: [29, 30, 31, 97, 98]. (6) Given the antibody sequence: DVVLTQTPLSLPVSLGDQASISCRSSQRLVHSNGNIYLHWFLQKPGQSPKLLIYKLSSRFSGVPDRFSGSGSGTDFTLKISRVESEDLGIYYCSQTTHVPYTFGGGTKLEIK, which amino acid positions are active in antigen binding (paratope)? The paratope positions are: [30, 31, 32, 33, 34]. (7) Given the antibody sequence: QQQLVESGGRLVNPGESLTLTCKASGFTFSTYYMSWVRQAPGKGLEWIGYIGTSSGTTYYANSVKGRFTISSDNAQNTVFLQMTSLTDSDTATYFCARGLGRINLWGPGTLVTVSS, which amino acid positions are active in antigen binding (paratope)? The paratope positions are: [52, 83, 84, 85].